From a dataset of Catalyst prediction with 721,799 reactions and 888 catalyst types from USPTO. Predict which catalyst facilitates the given reaction. (1) Reactant: FC(F)(F)C(O)=O.[Cl:8][C:9]1[CH:14]=[C:13]2[NH:15][C:16](=[O:38])[C:17]3([CH:21]([C:22]4[CH:27]=[CH:26][CH:25]=[C:24]([Cl:28])[C:23]=4[F:29])[CH:20]([C:30]([OH:32])=O)[NH:19][CH:18]3[CH2:33][C:34]([CH3:37])([CH3:36])[CH3:35])[C:12]2=[CH:11][CH:10]=1.C(N(C(C)C)CC)(C)C.C1(P(Cl)(C2C=CC=CC=2)=O)C=CC=CC=1.[NH2:63][C:64]1[CH:71]=[CH:70][C:67]([C:68]#[N:69])=[CH:66][C:65]=1[F:72]. Product: [C:68]([C:67]1[CH:70]=[CH:71][C:64]([NH:63][C:30]([CH:20]2[NH:19][CH:18]([CH2:33][C:34]([CH3:37])([CH3:36])[CH3:35])[C:17]3([C:12]4[C:13](=[CH:14][C:9]([Cl:8])=[CH:10][CH:11]=4)[NH:15][C:16]3=[O:38])[CH:21]2[C:22]2[CH:27]=[CH:26][CH:25]=[C:24]([Cl:28])[C:23]=2[F:29])=[O:32])=[C:65]([F:72])[CH:66]=1)#[N:69]. The catalyst class is: 26. (2) The catalyst class is: 2. Reactant: [Br:1][C:2]1[CH:3]=[CH:4][C:5]([NH2:9])=[N:6][C:7]=1[CH3:8].C(N(C(C)C)C(C)C)C.[CH3:19][S:20](Cl)(=[O:22])=[O:21]. Product: [Br:1][C:2]1[CH:3]=[CH:4][C:5]([NH:9][S:20]([CH3:19])(=[O:22])=[O:21])=[N:6][C:7]=1[CH3:8].